Task: Predict which catalyst facilitates the given reaction.. Dataset: Catalyst prediction with 721,799 reactions and 888 catalyst types from USPTO (1) Reactant: C[O:2][C:3]([C@@H:5]1[O:9][C:8](=[O:10])[N:7]([C:11]2[CH:12]=[C:13]3[C:18](=[C:19]([F:21])[CH:20]=2)[N:17]([CH3:22])[C:16](=[O:23])[CH2:15][CH2:14]3)[CH2:6]1)=O.[NH3:24]. Product: [F:21][C:19]1[CH:20]=[C:11]([N:7]2[CH2:6][C@H:5]([C:3]([NH2:24])=[O:2])[O:9][C:8]2=[O:10])[CH:12]=[C:13]2[C:18]=1[N:17]([CH3:22])[C:16](=[O:23])[CH2:15][CH2:14]2. The catalyst class is: 5. (2) Reactant: C[O:2][C:3]([CH:5]1[N:10]([C:11](=[O:21])[CH:12]=[CH:13][C:14]2[CH:19]=[CH:18][CH:17]=[C:16]([Cl:20])[CH:15]=2)[CH2:9][CH2:8][N:7]([C:22]2[C:27]([C:28]#[N:29])=[N:26][CH:25]=[CH:24][N:23]=2)[CH2:6]1)=[O:4].[Li+].[OH-].Cl. The catalyst class is: 20. Product: [Cl:20][C:16]1[CH:15]=[C:14]([CH:13]=[CH:12][C:11]([N:10]2[CH2:9][CH2:8][N:7]([C:22]3[C:27]([C:28]#[N:29])=[N:26][CH:25]=[CH:24][N:23]=3)[CH2:6][CH:5]2[C:3]([OH:4])=[O:2])=[O:21])[CH:19]=[CH:18][CH:17]=1. (3) Reactant: [N:1]1[CH:6]=[CH:5][C:4]([C:7]2[N:16](COCC[Si](C)(C)C)[C:10]3[N:11]=[CH:12][N:13]=[C:14]([NH2:15])[C:9]=3[CH:8]=2)=[CH:3][CH:2]=1.Cl. Product: [N:1]1[CH:2]=[CH:3][C:4]([C:7]2[NH:16][C:10]3[N:11]=[CH:12][N:13]=[C:14]([NH2:15])[C:9]=3[CH:8]=2)=[CH:5][CH:6]=1. The catalyst class is: 14. (4) Reactant: [Si]([O:8][CH2:9][CH2:10][NH:11][C:12]1[C:13]([C:18]([NH:20][C:21]2[CH:26]=[C:25]([NH:27][C:28](=[O:40])[C:29]3[CH:34]=[CH:33][CH:32]=[C:31]([C:35]([C:38]#[N:39])([CH3:37])[CH3:36])[CH:30]=3)[CH:24]=[CH:23][C:22]=2[CH3:41])=[O:19])=[N:14][CH:15]=[CH:16][N:17]=1)(C(C)(C)C)(C)C.CCCC[N+](CCCC)(CCCC)CCCC.[F-]. Product: [C:38]([C:35]([C:31]1[CH:30]=[C:29]([CH:34]=[CH:33][CH:32]=1)[C:28]([NH:27][C:25]1[CH:24]=[CH:23][C:22]([CH3:41])=[C:21]([NH:20][C:18]([C:13]2[C:12]([NH:11][CH2:10][CH2:9][OH:8])=[N:17][CH:16]=[CH:15][N:14]=2)=[O:19])[CH:26]=1)=[O:40])([CH3:37])[CH3:36])#[N:39]. The catalyst class is: 1. (5) Reactant: N1CCCCC1.[F:7][C:8]1[CH:13]=[CH:12][CH:11]=[C:10]([F:14])[C:9]=1[NH:15][C:16]([CH:18]1[C:26]([CH3:28])([CH3:27])[C:25]2[C:20](=[CH:21][CH:22]=[CH:23][CH:24]=2)[N:19]1[C:29](=[O:52])[C@@H:30]([NH:34]C(=O)OCC1C2C=CC=CC=2C2C1=CC=CC=2)[CH:31]([CH3:33])[CH3:32])=[O:17]. Product: [NH2:34][CH:30]([CH:31]([CH3:33])[CH3:32])[C:29]([N:19]1[C:20]2[C:25](=[CH:24][CH:23]=[CH:22][CH:21]=2)[C:26]([CH3:28])([CH3:27])[C@H:18]1[C:16]([NH:15][C:9]1[C:10]([F:14])=[CH:11][CH:12]=[CH:13][C:8]=1[F:7])=[O:17])=[O:52]. The catalyst class is: 2. (6) Reactant: Cl[C:2]1[O:3][C:4]2[CH:10]=[CH:9][CH:8]=[CH:7][C:5]=2[N:6]=1.[NH2:11][C:12]1[CH:17]=[CH:16][C:15]([CH2:18][C:19]([O:21][C:22]([CH3:25])([CH3:24])[CH3:23])=[O:20])=[CH:14][C:13]=1[CH3:26]. Product: [O:3]1[C:4]2[CH:10]=[CH:9][CH:8]=[CH:7][C:5]=2[N:6]=[C:2]1[NH:11][C:12]1[CH:17]=[CH:16][C:15]([CH2:18][C:19]([O:21][C:22]([CH3:24])([CH3:23])[CH3:25])=[O:20])=[CH:14][C:13]=1[CH3:26]. The catalyst class is: 113.